From a dataset of HIV replication inhibition screening data with 41,000+ compounds from the AIDS Antiviral Screen. Binary Classification. Given a drug SMILES string, predict its activity (active/inactive) in a high-throughput screening assay against a specified biological target. (1) The drug is C1=C2CCC(Sc3ccccc3)C2C2(CCCCC1)OCCO2. The result is 0 (inactive). (2) The result is 1 (active). The molecule is Cc1nn(C(=O)Cc2ccccc2)c2c1C(c1ccc(N(C)C)cc1)SC(=N)N2. (3) The molecule is c1ccc([Sn]23OCCN(CCO2)CCO3)cc1. The result is 0 (inactive). (4) The drug is COc1cccc2c1C1(O)C(O)CCCC21. The result is 0 (inactive). (5) The molecule is FC(F)(F)c1cccc(C2SCc3nc4ccccc4n32)c1. The result is 0 (inactive).